Task: Predict the reactants needed to synthesize the given product.. Dataset: Full USPTO retrosynthesis dataset with 1.9M reactions from patents (1976-2016) (1) Given the product [F:19][C:20]1[CH:21]=[C:22]([CH:23]=[CH:6][C:5]2[CH:4]=[C:3]([O:2][CH3:1])[C:13]([CH2:14][CH2:15][CH3:16])=[C:12]([O:17][CH3:18])[CH:11]=2)[CH:25]=[C:26]([F:28])[CH:27]=1, predict the reactants needed to synthesize it. The reactants are: [CH3:1][O:2][C:3]1[CH:4]=[C:5]([CH:11]=[C:12]([O:17][CH3:18])[C:13]=1[CH2:14][CH2:15][CH3:16])[CH2:6]P(=O)([O-])[O-].[F:19][C:20]1[CH:21]=[C:22]([CH:25]=[C:26]([F:28])[CH:27]=1)[CH:23]=O. (2) Given the product [CH2:25]([O:24][C:23]1[C:18]2[N:19]([CH:2]=[C:3]([C:5]3[C:6]([C:11]4[CH:16]=[CH:15][CH:14]=[CH:13][CH:12]=4)=[N:7][O:8][C:9]=3[CH3:10])[N:17]=2)[CH:20]=[CH:21][CH:22]=1)[C:26]1[CH:27]=[CH:28][CH:29]=[CH:30][CH:31]=1, predict the reactants needed to synthesize it. The reactants are: Br[CH2:2][C:3]([C:5]1[C:6]([C:11]2[CH:16]=[CH:15][CH:14]=[CH:13][CH:12]=2)=[N:7][O:8][C:9]=1[CH3:10])=O.[NH2:17][C:18]1[C:23]([O:24][CH2:25][C:26]2[CH:31]=[CH:30][CH:29]=[CH:28][CH:27]=2)=[CH:22][CH:21]=[CH:20][N:19]=1. (3) Given the product [C:1]([O:5][C:6](=[O:44])[N:7]([CH2:33][C:34]1[CH:43]=[CH:42][C:37]2[O:38][CH2:39][CH2:40][O:41][C:36]=2[CH:35]=1)[CH:8]1[CH2:13][CH2:12][N:11]([CH2:14][CH2:15][N:16]2[C:25]3[C:20](=[C:21]([C:28](=[O:31])[CH2:29][CH3:30])[CH:22]=[C:23]([O:26][CH3:27])[CH:24]=3)[CH:19]=[CH:18][C:17]2=[O:32])[CH2:10][CH2:9]1)([CH3:2])([CH3:3])[CH3:4], predict the reactants needed to synthesize it. The reactants are: [C:1]([O:5][C:6](=[O:44])[N:7]([CH2:33][C:34]1[CH:43]=[CH:42][C:37]2[O:38][CH2:39][CH2:40][O:41][C:36]=2[CH:35]=1)[CH:8]1[CH2:13][CH2:12][N:11]([CH2:14][CH2:15][N:16]2[C:25]3[C:20](=[C:21]([CH:28]([OH:31])[CH2:29][CH3:30])[CH:22]=[C:23]([O:26][CH3:27])[CH:24]=3)[CH:19]=[CH:18][C:17]2=[O:32])[CH2:10][CH2:9]1)([CH3:4])([CH3:3])[CH3:2].CC(OI1(OC(C)=O)(OC(C)=O)OC(=O)C2C=CC=CC1=2)=O.C(=O)([O-])O.[Na+]. (4) The reactants are: [Br:1][C:2]1[CH:3]=[CH:4][C:5]([C:9]([OH:11])=[O:10])=[N:6][C:7]=1Cl.[CH3:12][CH:13]([CH3:16])[CH2:14][SH:15].C(=O)([O-])[O-].[Cs+].[Cs+].Cl. Given the product [Br:1][C:2]1[CH:3]=[CH:4][C:5]([C:9]([OH:11])=[O:10])=[N:6][C:7]=1[S:15][CH2:14][CH:13]([CH3:16])[CH3:12], predict the reactants needed to synthesize it.